This data is from Reaction yield outcomes from USPTO patents with 853,638 reactions. The task is: Predict the reaction yield, written as a fraction of the theoretical maximum amount of product (1.0 means a 100% yield; for example, 0.34 means a 34% yield). The reactants are [CH3:1][O:2][C:3]1[CH:8]=[CH:7][CH:6]=[CH:5][C:4]=1[C:9]1[C:17]2[C:12](=[N:13][CH:14]=[C:15](B3OC(C)(C)C(C)(C)O3)[CH:16]=2)[N:11]([S:27]([C:30]2[CH:35]=[CH:34][C:33]([CH3:36])=[CH:32][CH:31]=2)(=[O:29])=[O:28])[CH:10]=1.Br[C:38]1[CH:47]=[C:42]([C:43]([O:45][CH3:46])=[O:44])[C:41]([OH:48])=[CH:40][CH:39]=1.ClCCl. The catalyst is C([O-])(O)=O.[Na+].C(#N)C.C1C=CC(P(C2C=CC=CC=2)[C-]2C=CC=C2)=CC=1.C1C=CC(P(C2C=CC=CC=2)[C-]2C=CC=C2)=CC=1.Cl[Pd]Cl.[Fe+2]. The product is [CH3:46][O:45][C:43](=[O:44])[C:42]1[CH:47]=[C:38]([C:15]2[CH:16]=[C:17]3[C:9]([C:4]4[CH:5]=[CH:6][CH:7]=[CH:8][C:3]=4[O:2][CH3:1])=[CH:10][N:11]([S:27]([C:30]4[CH:35]=[CH:34][C:33]([CH3:36])=[CH:32][CH:31]=4)(=[O:29])=[O:28])[C:12]3=[N:13][CH:14]=2)[CH:39]=[CH:40][C:41]=1[OH:48]. The yield is 0.910.